This data is from Full USPTO retrosynthesis dataset with 1.9M reactions from patents (1976-2016). The task is: Predict the reactants needed to synthesize the given product. (1) Given the product [CH2:23]([C@@:27]1([CH2:50][CH3:51])[NH:33][C@H:32]([C:34]2[CH:39]=[CH:38][CH:37]=[CH:36][CH:35]=2)[C:31]2[CH:40]=[C:41]([O:46][CH3:47])[C:42]([CH2:44][NH:14][C@H:13]([C:15]([OH:17])=[O:16])[CH2:12][CH2:11][CH2:10][CH2:9][NH2:8])=[CH:43][C:30]=2[S:29](=[O:48])(=[O:49])[CH2:28]1)[CH2:24][CH2:25][CH3:26], predict the reactants needed to synthesize it. The reactants are: CC(OC([NH:8][CH2:9][CH2:10][CH2:11][CH2:12][C@@H:13]([C:15]([O:17]C(C)(C)C)=[O:16])[NH2:14])=O)(C)C.Cl.[CH2:23]([C@@:27]1([CH2:50][CH3:51])[NH:33][C@H:32]([C:34]2[CH:39]=[CH:38][CH:37]=[CH:36][CH:35]=2)[C:31]2[CH:40]=[C:41]([O:46][CH3:47])[C:42]([CH:44]=O)=[CH:43][C:30]=2[S:29](=[O:49])(=[O:48])[CH2:28]1)[CH2:24][CH2:25][CH3:26].O1CCOCC1. (2) Given the product [Br:1][C:2]1[CH:7]=[N:6][C:5]2[C:8]3[CH:13]=[CH:12][C:11]([S:14][CH3:15])=[CH:10][C:9]=3[NH:16][C:4]=2[CH:3]=1, predict the reactants needed to synthesize it. The reactants are: [Br:1][C:2]1[CH:3]=[C:4]([N+:16]([O-])=O)[C:5]([C:8]2[CH:13]=[CH:12][C:11]([S:14][CH3:15])=[CH:10][CH:9]=2)=[N:6][CH:7]=1.C1(P(C2C=CC=CC=2)CCP(C2C=CC=CC=2)C2C=CC=CC=2)C=CC=CC=1. (3) Given the product [Si:11]([O:6][C@@H:3]([CH2:4][CH3:5])[CH2:2][NH2:1])([C:7]([CH3:10])([CH3:9])[CH3:8])([CH3:13])[CH3:12], predict the reactants needed to synthesize it. The reactants are: [NH2:1][CH2:2][C@@H:3]([OH:6])[CH2:4][CH3:5].[C:7]([Si:11](Cl)([CH3:13])[CH3:12])([CH3:10])([CH3:9])[CH3:8].N1C=CN=C1.